From a dataset of Forward reaction prediction with 1.9M reactions from USPTO patents (1976-2016). Predict the product of the given reaction. (1) The product is: [O:5]1[CH2:30][CH2:39][CH2:38][CH2:37][C:36]2[CH:35]=[CH:34][CH:33]=[C:32]([N:53]3[CH2:58][CH2:57][NH:56][CH2:55][CH2:54]3)[C:31]1=2. Given the reactants CC([O-:5])(C)C.[Na+].C1C=CC(P([C:38]2[C:37]([C:30]3[C:39](P(C4C=CC=CC=4)C4C=CC=CC=4)=[CH:38][CH:37]=[C:36]4[C:31]=3[CH:32]=[CH:33][CH:34]=[CH:35]4)=[C:36]3[C:31]([CH:32]=[CH:33][CH:34]=[CH:35]3)=[CH:30][CH:39]=2)C2C=CC=CC=2)=CC=1.[NH:53]1[CH2:58][CH2:57][NH:56][CH2:55][CH2:54]1, predict the reaction product. (2) Given the reactants [NH2:1][NH2:2].O.[C:4]([CH:7]([CH2:12][CH2:13][CH3:14])[CH2:8][C:9](O)=[O:10])(=O)[CH3:5], predict the reaction product. The product is: [CH3:5][C:4]1[CH:7]([CH2:12][CH2:13][CH3:14])[CH2:8][C:9](=[O:10])[NH:1][N:2]=1.